From a dataset of Full USPTO retrosynthesis dataset with 1.9M reactions from patents (1976-2016). Predict the reactants needed to synthesize the given product. Given the product [Cl:1][C:2]1[CH:3]=[CH:4][C:5]([CH:8]([CH3:12])[C:9]([NH:13][CH2:14][CH2:15][CH2:16][N:17]2[CH2:22][CH2:21][CH:20]([C:23]3[CH:24]=[C:25]([NH:29][C:30]([CH:32]4[CH2:34][CH2:33]4)=[O:31])[CH:26]=[CH:27][CH:28]=3)[CH2:19][CH2:18]2)=[O:11])=[CH:6][CH:7]=1, predict the reactants needed to synthesize it. The reactants are: [Cl:1][C:2]1[CH:7]=[CH:6][C:5]([CH:8]([CH3:12])[C:9]([OH:11])=O)=[CH:4][CH:3]=1.[NH2:13][CH2:14][CH2:15][CH2:16][N:17]1[CH2:22][CH2:21][CH:20]([C:23]2[CH:24]=[C:25]([NH:29][C:30]([CH:32]3[CH2:34][CH2:33]3)=[O:31])[CH:26]=[CH:27][CH:28]=2)[CH2:19][CH2:18]1.